Dataset: Peptide-MHC class I binding affinity with 185,985 pairs from IEDB/IMGT. Task: Regression. Given a peptide amino acid sequence and an MHC pseudo amino acid sequence, predict their binding affinity value. This is MHC class I binding data. The peptide sequence is GEMWAQDAA. The MHC is HLA-A02:02 with pseudo-sequence HLA-A02:02. The binding affinity (normalized) is 0.